Dataset: Full USPTO retrosynthesis dataset with 1.9M reactions from patents (1976-2016). Task: Predict the reactants needed to synthesize the given product. (1) Given the product [N+:19]([C:6]1[C:5]([N:4]=[N:1][C:24]2[CH:25]=[CH:26][CH:27]=[CH:28][C:23]=2[OH:29])=[C:10]([OH:30])[CH:9]=[CH:8][CH:7]=1)([O-:21])=[O:20], predict the reactants needed to synthesize it. The reactants are: [N+:1]([NH:4][C:5]1[CH:10]=[CH:9][CH:8]=[CH:7][CH:6]=1)([O-])=O.Cl.NC1C=CC=CC=1.[N:19]([O-:21])=[O:20].[Na+].[C:23]1([OH:29])[CH:28]=[CH:27][CH:26]=[CH:25][CH:24]=1.[OH-:30].[Na+]. (2) Given the product [N:1]1([C:10]2[C:11]([C:24]3[CH:29]=[CH:28][CH:27]=[CH:26][CH:25]=3)=[N:12][C:13]3[C:18]([N:19]=2)=[CH:17][C:16]([C:20]([OH:22])=[O:21])=[CH:15][CH:14]=3)[C:9]2[C:4](=[CH:5][CH:6]=[CH:7][CH:8]=2)[CH2:3][CH2:2]1, predict the reactants needed to synthesize it. The reactants are: [N:1]1([C:10]2[C:11]([C:24]3[CH:29]=[CH:28][CH:27]=[CH:26][CH:25]=3)=[N:12][C:13]3[C:18]([N:19]=2)=[CH:17][C:16]([C:20]([O:22]C)=[O:21])=[CH:15][CH:14]=3)[C:9]2[C:4](=[CH:5][CH:6]=[CH:7][CH:8]=2)[CH2:3][CH2:2]1.[OH-].[Na+]. (3) The reactants are: [C:1]([C:3]1[CH:30]=[CH:29][C:6]([C:7]([NH:9][NH:10][C:11](=[O:28])[C@H:12]([NH:16][C:17]2[C:25]3[CH:24]=[CH:23][S:22][C:21]=3[C:20]([C:26]#[N:27])=[CH:19][CH:18]=2)[C@@H:13]([OH:15])[CH3:14])=[O:8])=[CH:5][CH:4]=1)#[N:2].N1C=CN=C1.[CH3:36][C:37]([Si:40](Cl)([CH3:42])[CH3:41])([CH3:39])[CH3:38]. Given the product [Si:40]([O:15][C@@H:13]([CH3:14])[C@@H:12]([NH:16][C:17]1[C:25]2[CH:24]=[CH:23][S:22][C:21]=2[C:20]([C:26]#[N:27])=[CH:19][CH:18]=1)[C:11]([NH:10][NH:9][C:7](=[O:8])[C:6]1[CH:5]=[CH:4][C:3]([C:1]#[N:2])=[CH:30][CH:29]=1)=[O:28])([C:37]([CH3:39])([CH3:38])[CH3:36])([CH3:42])[CH3:41], predict the reactants needed to synthesize it. (4) The reactants are: [N:1]1[CH:6]=[CH:5][CH:4]=[CH:3][C:2]=1[C:7]1[C:16]2[C:11](=[CH:12][CH:13]=[CH:14][CH:15]=2)[N:10]=[CH:9][C:8]=1[C:17](=O)[CH3:18].[NH3:20].[BH4-].[Na+]. Given the product [N:1]1[CH:6]=[CH:5][CH:4]=[CH:3][C:2]=1[C:7]1[C:16]2[C:11](=[CH:12][CH:13]=[CH:14][CH:15]=2)[N:10]=[CH:9][C:8]=1[CH:17]([NH2:20])[CH3:18], predict the reactants needed to synthesize it. (5) The reactants are: [O:1]=[C:2]1[CH2:7][O:6][C@H:5]2[CH2:8][CH2:9][C:10]3([CH2:15][C@@H:4]2[N:3]1[CH:16]1[CH2:21][CH2:20][N:19]([C:22]([O:24][CH2:25][C:26]2[CH:31]=[CH:30][CH:29]=[CH:28][CH:27]=2)=[O:23])[CH2:18][CH2:17]1)OCC[O:11]3.Cl.C([O-])(O)=O.[Na+]. Given the product [O:1]=[C:2]1[CH2:7][O:6][C@H:5]2[CH2:8][CH2:9][C:10](=[O:11])[CH2:15][C@@H:4]2[N:3]1[CH:16]1[CH2:17][CH2:18][N:19]([C:22]([O:24][CH2:25][C:26]2[CH:27]=[CH:28][CH:29]=[CH:30][CH:31]=2)=[O:23])[CH2:20][CH2:21]1, predict the reactants needed to synthesize it.